Dataset: Reaction yield outcomes from USPTO patents with 853,638 reactions. Task: Predict the reaction yield, written as a fraction of the theoretical maximum amount of product (1.0 means a 100% yield; for example, 0.34 means a 34% yield). The reactants are [CH2:1]([N:6]1[C:14]2[N:13]=[C:12]([C:15]([F:18])([F:17])[F:16])[NH:11][C:10]=2[C:9](=[O:19])[NH:8][C:7]1=[S:20])[CH2:2][CH2:3][CH2:4][CH3:5].[OH-].[Na+].S(OC)(O[CH3:27])(=O)=O. The catalyst is O. The product is [CH3:27][S:20][C:7]1[N:6]([CH2:1][CH2:2][CH2:3][CH2:4][CH3:5])[C:14]2[N:13]=[C:12]([C:15]([F:18])([F:16])[F:17])[NH:11][C:10]=2[C:9](=[O:19])[N:8]=1. The yield is 0.956.